From a dataset of Catalyst prediction with 721,799 reactions and 888 catalyst types from USPTO. Predict which catalyst facilitates the given reaction. Reactant: [N:1]1[CH:6]=[CH:5][CH:4]=[C:3]([C:7]2[NH:8][C:9]3[C:14]([CH:15]=2)=[CH:13][C:12]([C:16]#[N:17])=[CH:11][CH:10]=3)[CH:2]=1.[H-].[Na+].[CH3:20][C:21]1[CH:22]=[C:23]([CH:27]=[C:28]([CH3:30])[CH:29]=1)[C:24](Cl)=[O:25]. Product: [CH3:20][C:21]1[CH:22]=[C:23]([CH:27]=[C:28]([CH3:30])[CH:29]=1)[C:24]([N:8]1[C:9]2[C:14](=[CH:13][C:12]([C:16]#[N:17])=[CH:11][CH:10]=2)[CH:15]=[C:7]1[C:3]1[CH:2]=[N:1][CH:6]=[CH:5][CH:4]=1)=[O:25]. The catalyst class is: 1.